From a dataset of Catalyst prediction with 721,799 reactions and 888 catalyst types from USPTO. Predict which catalyst facilitates the given reaction. The catalyst class is: 16. Reactant: [NH2:1][C:2]1[C:7]([CH2:8][N:9]([C:16]2[CH:21]=[CH:20][CH:19]=[CH:18][CH:17]=2)[CH2:10][C:11](OCC)=[O:12])=[CH:6][C:5]([Br:22])=[CH:4][N:3]=1.[H-].[Na+].O. Product: [Br:22][C:5]1[CH:4]=[N:3][C:2]2[NH:1][C:11](=[O:12])[CH2:10][N:9]([C:16]3[CH:21]=[CH:20][CH:19]=[CH:18][CH:17]=3)[CH2:8][C:7]=2[CH:6]=1.